From a dataset of Catalyst prediction with 721,799 reactions and 888 catalyst types from USPTO. Predict which catalyst facilitates the given reaction. (1) Reactant: [H-].[Na+].[CH3:3][C:4]1[CH:9]=[C:8]([C:10]([C:12]2[C:21](=[O:22])[C:20]3[C:15](=[CH:16][CH:17]=[CH:18][CH:19]=3)[NH:14][CH:13]=2)=[O:11])[CH:7]=[CH:6][N:5]=1.Br[CH2:24][C:25]1[CH:30]=[CH:29][CH:28]=[C:27]([CH3:31])[N:26]=1. Product: [CH3:3][C:4]1[CH:9]=[C:8]([C:10]([C:12]2[C:21](=[O:22])[C:20]3[C:15](=[CH:16][CH:17]=[CH:18][CH:19]=3)[N:14]([CH2:24][C:25]3[CH:30]=[CH:29][CH:28]=[C:27]([CH3:31])[N:26]=3)[CH:13]=2)=[O:11])[CH:7]=[CH:6][N:5]=1. The catalyst class is: 9. (2) Reactant: [C:1]([O:5][C:6]([N:8]1[CH2:13][CH2:12][N:11]([S:14]([C:17]2[CH:18]=[C:19]([CH:23]=[CH:24][C:25]=2F)[C:20]([OH:22])=[O:21])(=[O:16])=[O:15])[CH2:10][CH2:9]1)=[O:7])([CH3:4])([CH3:3])[CH3:2].[CH3:27][C:28]1[CH:29]=[C:30]([OH:35])[CH:31]=[C:32]([CH3:34])[CH:33]=1.[H-].[Na+].CN1CCCC1=O. Product: [C:1]([O:5][C:6]([N:8]1[CH2:13][CH2:12][N:11]([S:14]([C:17]2[CH:18]=[C:19]([CH:23]=[CH:24][C:25]=2[O:35][C:30]2[CH:31]=[C:32]([CH3:34])[CH:33]=[C:28]([CH3:27])[CH:29]=2)[C:20]([OH:22])=[O:21])(=[O:16])=[O:15])[CH2:10][CH2:9]1)=[O:7])([CH3:4])([CH3:3])[CH3:2]. The catalyst class is: 12. (3) Reactant: [Cl:1][C:2]1[CH:3]=[C:4]([CH:7]=[CH:8][C:9]=1F)[CH:5]=[O:6].[CH3:11][S-:12].[Na+].O. Product: [Cl:1][C:2]1[CH:3]=[C:4]([CH:7]=[CH:8][C:9]=1[S:12][CH3:11])[CH:5]=[O:6]. The catalyst class is: 9. (4) Reactant: [Cl:1][C:2]1[C:6]([CH3:7])=[C:5]([C:8]2[CH:9]=[C:10]([C:13]([OH:15])=O)[S:11][CH:12]=2)[N:4]([CH3:16])[N:3]=1.[NH2:17][C@@H:18]([CH2:31][C:32]1[CH:37]=[CH:36][CH:35]=[C:34]([F:38])[CH:33]=1)[CH2:19][N:20]1[C:28](=[O:29])[C:27]2[C:22](=[CH:23][CH:24]=[CH:25][CH:26]=2)[C:21]1=[O:30].CC(OC(N[C@H](C(O)=O)CC1C=CC=CC=1C(F)(F)F)=O)(C)C.C1CN([P+](Br)(N2CCCC2)N2CCCC2)CC1.F[P-](F)(F)(F)(F)F.CCN(C(C)C)C(C)C. Product: [Cl:1][C:2]1[C:6]([CH3:7])=[C:5]([C:8]2[CH:9]=[C:10]([C:13]([NH:17][C@@H:18]([CH2:31][C:32]3[CH:37]=[CH:36][CH:35]=[C:34]([F:38])[CH:33]=3)[CH2:19][N:20]3[C:28](=[O:29])[C:27]4[C:22](=[CH:23][CH:24]=[CH:25][CH:26]=4)[C:21]3=[O:30])=[O:15])[S:11][CH:12]=2)[N:4]([CH3:16])[N:3]=1. The catalyst class is: 22. (5) Reactant: [Br:1][C:2]1[C:6]([N+:7]([O-:9])=[O:8])=[C:5]([Br:10])[NH:4][N:3]=1.C(=O)([O-])[O-].[K+].[K+].[I-].[K+].Br[CH2:20][C:21]1[CH:26]=[CH:25][CH:24]=[C:23]([CH2:27]Br)[CH:22]=1. The catalyst class is: 35. Product: [Br:1][C:2]1[C:6]([N+:7]([O-:9])=[O:8])=[C:5]([Br:10])[N:4]([CH2:27][C:23]2[CH:24]=[CH:25][CH:26]=[C:21]([CH2:20][N:3]3[C:2]([Br:1])=[C:6]([N+:7]([O-:9])=[O:8])[C:5]([Br:10])=[N:4]3)[CH:22]=2)[N:3]=1. (6) Reactant: C[O-].[Na+].C[C:5](C)(C([O-])=O)[C:6]([O-])=[O:7].[C:13]1(=[C:19](C#N)[C:20]([NH2:22])=[O:21])[CH2:18][CH2:17][CH2:16][CH2:15][CH2:14]1.[OH-].[Na+]. The catalyst class is: 5. Product: [O:7]=[C:6]1[NH:22][C:20](=[O:21])[CH2:19][C:13]2([CH2:14][CH2:15][CH2:16][CH2:17][CH2:18]2)[CH2:5]1. (7) Product: [Br:13][CH2:14][CH2:15][C:2]([C@@H:3]([C@H:5]([C@@H:7]([C@@H:9]([CH2:11][OH:12])[OH:10])[OH:8])[OH:6])[OH:4])=[O:1]. The catalyst class is: 138. Reactant: [O:1]=[CH:2][C@@H:3]([C@H:5]([C@@H:7]([C@@H:9]([CH2:11][OH:12])[OH:10])[OH:8])[OH:6])[OH:4].[Br:13][CH2:14][CH2:15]O. (8) Reactant: [CH3:1][C:2]1[CH:3]=[N:4][NH:5][CH:6]=1.C([O-])([O-])=O.[Cs+].[Cs+].Cl[C:14]1[N:19]=[C:18]([CH3:20])[N:17]=[C:16]([N:21]2[CH2:24][CH:23]([C:25]3[N:29]([CH3:30])[C:28]4[CH:31]=[CH:32][CH:33]=[CH:34][C:27]=4[N:26]=3)[CH2:22]2)[CH:15]=1. Product: [CH3:30][N:29]1[C:28]2[CH:31]=[CH:32][CH:33]=[CH:34][C:27]=2[N:26]=[C:25]1[CH:23]1[CH2:24][N:21]([C:16]2[CH:15]=[C:14]([N:4]3[CH:3]=[C:2]([CH3:1])[CH:6]=[N:5]3)[N:19]=[C:18]([CH3:20])[N:17]=2)[CH2:22]1. The catalyst class is: 44. (9) Reactant: Cl.[F:2][C:3]1[C:4]([F:18])=[CH:5][C:6]2[N:15]=[C:14]([NH2:16])[C:13]3[CH:12]=[CH:11][S:10][C:9]=3[NH:8][C:7]=2[CH:17]=1.[CH3:19][O:20][CH2:21][CH2:22][C@H:23]1[CH2:28]N[CH2:26][CH2:25][NH:24]1.CS(C)=O.C1(C)C=CC=CC=1. Product: [F:2][C:3]1[C:4]([F:18])=[CH:5][C:6]2[N:15]=[C:14]([N:16]3[CH2:26][CH2:25][NH:24][C@@H:23]([CH2:22][CH2:21][O:20][CH3:19])[CH2:28]3)[C:13]3[CH:12]=[CH:11][S:10][C:9]=3[NH:8][C:7]=2[CH:17]=1. The catalyst class is: 13.